From a dataset of Forward reaction prediction with 1.9M reactions from USPTO patents (1976-2016). Predict the product of the given reaction. (1) Given the reactants [H-].[Na+].[CH2:3]([O:10][C@@H:11]1[C@@H:16]([O:17][CH2:18][C:19]2[CH:24]=[CH:23][CH:22]=[CH:21][CH:20]=2)[C@H:15]([O:25][CH2:26][C:27]2[CH:32]=[CH:31][CH:30]=[CH:29][CH:28]=2)[C@@H:14]([CH2:33][O:34][CH2:35][C:36]2[CH:41]=[CH:40][CH:39]=[CH:38][CH:37]=2)[O:13][C@H:12]1[C:42]1[CH:47]=[CH:46][CH:45]=[C:44]([CH:48](O)[C:49]2[CH:54]=[CH:53][CH:52]=[CH:51][N:50]=2)[CH:43]=1)[C:4]1[CH:9]=[CH:8][CH:7]=[CH:6][CH:5]=1.CI.C([SnH](CCCC)CCCC)CCC, predict the reaction product. The product is: [CH2:3]([O:10][C@@H:11]1[C@@H:16]([O:17][CH2:18][C:19]2[CH:20]=[CH:21][CH:22]=[CH:23][CH:24]=2)[C@H:15]([O:25][CH2:26][C:27]2[CH:32]=[CH:31][CH:30]=[CH:29][CH:28]=2)[C@@H:14]([CH2:33][O:34][CH2:35][C:36]2[CH:37]=[CH:38][CH:39]=[CH:40][CH:41]=2)[O:13][C@H:12]1[C:42]1[CH:47]=[CH:46][CH:45]=[C:44]([CH2:48][C:49]2[CH:54]=[CH:53][CH:52]=[CH:51][N:50]=2)[CH:43]=1)[C:4]1[CH:9]=[CH:8][CH:7]=[CH:6][CH:5]=1. (2) The product is: [F:27][C:28]1[CH:33]=[CH:32][C:31]([F:34])=[CH:30][C:29]=1[C:2]1[CH:7]=[C:6]([C:8]([F:9])([F:11])[F:10])[CH:5]=[C:4]([S:12]([NH:15][C:16]2[CH:25]=[CH:24][C:19]([C:20]([OH:22])=[O:21])=[C:18]([OH:26])[CH:17]=2)(=[O:14])=[O:13])[CH:3]=1. Given the reactants Br[C:2]1[CH:3]=[C:4]([S:12]([NH:15][C:16]2[CH:25]=[CH:24][C:19]([C:20]([O:22]C)=[O:21])=[C:18]([OH:26])[CH:17]=2)(=[O:14])=[O:13])[CH:5]=[C:6]([C:8]([F:11])([F:10])[F:9])[CH:7]=1.[F:27][C:28]1[CH:33]=[CH:32][C:31]([F:34])=[CH:30][C:29]=1B(O)O, predict the reaction product. (3) Given the reactants [Cl:1][C:2]1[CH:3]=[CH:4][CH:5]=[C:6]2[C:11]=1[N:10]([CH2:12][C:13]1[CH:18]=[CH:17][CH:16]=[C:15]([C:19](O)=[O:20])[CH:14]=1)[C:9](=[O:22])[NH:8][C:7]2=[O:23].ClC1C=CC=C2C=1N(CC1C=CC=C(C(OC)=O)C=1)C(=O)NC2=O.[OH-].[Na+].C(C1C=C(C=CC=1)CN1C2C(=CC=CC=2)C(=O)NC1=O)(O)=O.[N:72]1([C:78]2[N:83]=[CH:82][CH:81]=[CH:80][N:79]=2)[CH2:77][CH2:76][NH:75][CH2:74][CH2:73]1, predict the reaction product. The product is: [Cl:1][C:2]1[CH:3]=[CH:4][CH:5]=[C:6]2[C:11]=1[N:10]([CH2:12][C:13]1[CH:18]=[CH:17][CH:16]=[C:15]([C:19]([N:75]3[CH2:76][CH2:77][N:72]([C:78]4[N:79]=[CH:80][CH:81]=[CH:82][N:83]=4)[CH2:73][CH2:74]3)=[O:20])[CH:14]=1)[C:9](=[O:22])[NH:8][C:7]2=[O:23]. (4) Given the reactants [NH2:1][C:2]1[CH:3]=[C:4]([C:8]2[CH:9]=[CH:10][CH:11]=[C:12]3[C:17]=2[N:16]=[C:15]([NH:18][C:19]2[CH:24]=[CH:23][C:22]([N:25]4[CH2:30][CH2:29][O:28][CH2:27][CH2:26]4)=[CH:21][C:20]=2[O:31][CH3:32])[N:14]=[CH:13]3)[CH:5]=[CH:6][CH:7]=1.CCN(C(C)C)C(C)C.[C:42](Cl)(=[O:45])[CH:43]=[CH2:44], predict the reaction product. The product is: [CH3:32][O:31][C:20]1[CH:21]=[C:22]([N:25]2[CH2:30][CH2:29][O:28][CH2:27][CH2:26]2)[CH:23]=[CH:24][C:19]=1[NH:18][C:15]1[N:14]=[CH:13][C:12]2[C:17](=[C:8]([C:4]3[CH:3]=[C:2]([NH:1][C:42](=[O:45])[CH:43]=[CH2:44])[CH:7]=[CH:6][CH:5]=3)[CH:9]=[CH:10][CH:11]=2)[N:16]=1. (5) Given the reactants [CH3:1][C:2]1[CH:3]=[C:4]([NH:21][C:22]2[N:27]=[C:26]([O:28][C@@H:29]3[CH2:33][CH2:32][N:31](C(OC(C)(C)C)=O)[CH2:30]3)[CH:25]=[CH:24][N:23]=2)[CH:5]=[C:6]([C:8]2[S:12][C:11]([N:13]3[CH2:19][CH2:18][CH2:17][NH:16][C:15](=[O:20])[CH2:14]3)=[N:10][CH:9]=2)[CH:7]=1.FC(F)(F)C(O)=O.C(=O)(O)[O-].[Na+], predict the reaction product. The product is: [CH3:1][C:2]1[CH:7]=[C:6]([C:8]2[S:12][C:11]([N:13]3[CH2:19][CH2:18][CH2:17][NH:16][C:15](=[O:20])[CH2:14]3)=[N:10][CH:9]=2)[CH:5]=[C:4]([NH:21][C:22]2[N:27]=[C:26]([O:28][C@@H:29]3[CH2:33][CH2:32][NH:31][CH2:30]3)[CH:25]=[CH:24][N:23]=2)[CH:3]=1. (6) Given the reactants [F:1][C:2]1[CH:10]=[CH:9][C:5]([C:6]([OH:8])=[O:7])=[CH:4][C:3]=1[OH:11].[CH3:12]OC(OC)OC.S(=O)(=O)(O)O, predict the reaction product. The product is: [F:1][C:2]1[CH:10]=[CH:9][C:5]([C:6]([O:8][CH3:12])=[O:7])=[CH:4][C:3]=1[OH:11]. (7) The product is: [CH:22]([C:17]1[N:16]([CH:11]2[CH2:12][CH:13]3[NH:8][CH:9]([CH2:15][CH2:14]3)[CH2:10]2)[C:20]([CH3:21])=[N:19][N:18]=1)([CH3:24])[CH3:23]. Given the reactants C([N:8]1[CH:13]2[CH2:14][CH2:15][CH:9]1[CH2:10][CH:11]([N:16]1[C:20]([CH3:21])=[N:19][N:18]=[C:17]1[CH:22]([CH3:24])[CH3:23])[CH2:12]2)C1C=CC=CC=1, predict the reaction product. (8) Given the reactants [O:1]=[C:2]1[NH:6][C:5](=[O:7])[CH:4]([CH2:8][C:9]2[CH:14]=[CH:13][C:12]([C:15]3[CH:20]=[CH:19][CH:18]=[C:17]([CH2:21][N:22](C)[C:23](=O)OC(C)(C)C)[CH:16]=3)=[CH:11][CH:10]=2)[S:3]1.FC(F)(F)C(O)=O.C(=O)([O-])[O-].[K+].[K+], predict the reaction product. The product is: [CH3:23][NH:22][CH2:21][C:17]1[CH:16]=[C:15]([C:12]2[CH:11]=[CH:10][C:9]([CH2:8][CH:4]3[S:3][C:2](=[O:1])[NH:6][C:5]3=[O:7])=[CH:14][CH:13]=2)[CH:20]=[CH:19][CH:18]=1.